Dataset: Full USPTO retrosynthesis dataset with 1.9M reactions from patents (1976-2016). Task: Predict the reactants needed to synthesize the given product. Given the product [CH:25]1([C@H:23]([NH:22][C:8]2[N:7]=[C:6]([C:29]#[N:30])[N:5]=[C:4]3[C:9]=2[N:10]([CH2:11][C:12]2[CH:13]=[CH:14][C:15]([C:18]([F:19])([F:21])[F:20])=[CH:16][CH:17]=2)[C:2]([NH:40][C@H:38]([C:35]2[CH:36]=[CH:37][C:32]([F:31])=[CH:33][CH:34]=2)[CH3:39])=[N:3]3)[CH3:24])[CH2:28][CH2:27][CH2:26]1, predict the reactants needed to synthesize it. The reactants are: Br[C:2]1[N:10]([CH2:11][C:12]2[CH:17]=[CH:16][C:15]([C:18]([F:21])([F:20])[F:19])=[CH:14][CH:13]=2)[C:9]2[C:4](=[N:5][C:6]([C:29]#[N:30])=[N:7][C:8]=2[NH:22][C@@H:23]([CH:25]2[CH2:28][CH2:27][CH2:26]2)[CH3:24])[N:3]=1.[F:31][C:32]1[CH:37]=[CH:36][C:35]([C@@H:38]([NH2:40])[CH3:39])=[CH:34][CH:33]=1.